Dataset: NCI-60 drug combinations with 297,098 pairs across 59 cell lines. Task: Regression. Given two drug SMILES strings and cell line genomic features, predict the synergy score measuring deviation from expected non-interaction effect. (1) Drug 1: CC1=C(C=C(C=C1)NC2=NC=CC(=N2)N(C)C3=CC4=NN(C(=C4C=C3)C)C)S(=O)(=O)N.Cl. Drug 2: COC1=CC(=CC(=C1O)OC)C2C3C(COC3=O)C(C4=CC5=C(C=C24)OCO5)OC6C(C(C7C(O6)COC(O7)C8=CC=CS8)O)O. Cell line: BT-549. Synergy scores: CSS=30.0, Synergy_ZIP=-1.22, Synergy_Bliss=-5.42, Synergy_Loewe=-33.7, Synergy_HSA=-7.33. (2) Drug 1: CCC1(CC2CC(C3=C(CCN(C2)C1)C4=CC=CC=C4N3)(C5=C(C=C6C(=C5)C78CCN9C7C(C=CC9)(C(C(C8N6C)(C(=O)OC)O)OC(=O)C)CC)OC)C(=O)OC)O.OS(=O)(=O)O. Drug 2: CC1C(C(CC(O1)OC2CC(CC3=C2C(=C4C(=C3O)C(=O)C5=C(C4=O)C(=CC=C5)OC)O)(C(=O)CO)O)N)O.Cl. Cell line: NCI-H322M. Synergy scores: CSS=53.8, Synergy_ZIP=2.32, Synergy_Bliss=3.78, Synergy_Loewe=4.90, Synergy_HSA=5.19. (3) Drug 1: C1CN1P(=S)(N2CC2)N3CC3. Drug 2: C1CN1C2=NC(=NC(=N2)N3CC3)N4CC4. Cell line: SN12C. Synergy scores: CSS=54.8, Synergy_ZIP=-6.50, Synergy_Bliss=-4.57, Synergy_Loewe=-0.758, Synergy_HSA=1.03. (4) Drug 1: CS(=O)(=O)C1=CC(=C(C=C1)C(=O)NC2=CC(=C(C=C2)Cl)C3=CC=CC=N3)Cl. Drug 2: C1CCC(C1)C(CC#N)N2C=C(C=N2)C3=C4C=CNC4=NC=N3. Cell line: OVCAR-8. Synergy scores: CSS=2.69, Synergy_ZIP=1.37, Synergy_Bliss=3.19, Synergy_Loewe=-1.86, Synergy_HSA=1.34. (5) Drug 1: CCC1(CC2CC(C3=C(CCN(C2)C1)C4=CC=CC=C4N3)(C5=C(C=C6C(=C5)C78CCN9C7C(C=CC9)(C(C(C8N6C=O)(C(=O)OC)O)OC(=O)C)CC)OC)C(=O)OC)O.OS(=O)(=O)O. Drug 2: COC1=NC(=NC2=C1N=CN2C3C(C(C(O3)CO)O)O)N. Cell line: UO-31. Synergy scores: CSS=2.82, Synergy_ZIP=-1.49, Synergy_Bliss=-0.584, Synergy_Loewe=1.40, Synergy_HSA=0.583. (6) Drug 1: CC(C1=C(C=CC(=C1Cl)F)Cl)OC2=C(N=CC(=C2)C3=CN(N=C3)C4CCNCC4)N. Drug 2: CC1C(C(=O)NC(C(=O)N2CCCC2C(=O)N(CC(=O)N(C(C(=O)O1)C(C)C)C)C)C(C)C)NC(=O)C3=C4C(=C(C=C3)C)OC5=C(C(=O)C(=C(C5=N4)C(=O)NC6C(OC(=O)C(N(C(=O)CN(C(=O)C7CCCN7C(=O)C(NC6=O)C(C)C)C)C)C(C)C)C)N)C. Cell line: HL-60(TB). Synergy scores: CSS=27.7, Synergy_ZIP=22.2, Synergy_Bliss=25.8, Synergy_Loewe=19.6, Synergy_HSA=20.9. (7) Drug 1: CC1=C2C(C(=O)C3(C(CC4C(C3C(C(C2(C)C)(CC1OC(=O)C(C(C5=CC=CC=C5)NC(=O)OC(C)(C)C)O)O)OC(=O)C6=CC=CC=C6)(CO4)OC(=O)C)OC)C)OC. Drug 2: CC1CCC2CC(C(=CC=CC=CC(CC(C(=O)C(C(C(=CC(C(=O)CC(OC(=O)C3CCCCN3C(=O)C(=O)C1(O2)O)C(C)CC4CCC(C(C4)OC)O)C)C)O)OC)C)C)C)OC. Cell line: OVCAR-8. Synergy scores: CSS=49.4, Synergy_ZIP=-1.79, Synergy_Bliss=-0.364, Synergy_Loewe=1.25, Synergy_HSA=3.91.